Dataset: Full USPTO retrosynthesis dataset with 1.9M reactions from patents (1976-2016). Task: Predict the reactants needed to synthesize the given product. (1) Given the product [N:4]([C:3]1[CH:5]=[CH:6][C:7]([I:9])=[CH:8][C:2]=1[F:1])=[N+:14]=[N-:15], predict the reactants needed to synthesize it. The reactants are: [F:1][C:2]1[CH:8]=[C:7]([I:9])[CH:6]=[CH:5][C:3]=1[NH2:4].N([O-])=O.[Na+].[N-:14]=[N+:15]=[N-].[Na+]. (2) Given the product [C:1]1([CH:7]2[CH2:12][CH2:11][C:10](=[N:14][OH:15])[CH2:9][CH2:8]2)[CH:6]=[CH:5][CH:4]=[CH:3][CH:2]=1, predict the reactants needed to synthesize it. The reactants are: [C:1]1([CH:7]2[CH2:12][CH2:11][C:10](=O)[CH2:9][CH2:8]2)[CH:6]=[CH:5][CH:4]=[CH:3][CH:2]=1.[NH2:14][OH:15].O.